From a dataset of Forward reaction prediction with 1.9M reactions from USPTO patents (1976-2016). Predict the product of the given reaction. (1) Given the reactants [F:1][C:2]1[C:7]([CH:8]2[CH2:13][CH2:12][NH:11][CH2:10][CH2:9]2)=[CH:6][CH:5]=[CH:4][C:3]=1[C:14](=[O:16])[CH3:15].C(=O)([O-])[O-].[K+].[K+].Br[CH2:24][CH2:25][O:26][CH3:27], predict the reaction product. The product is: [F:1][C:2]1[C:7]([CH:8]2[CH2:9][CH2:10][N:11]([CH2:24][CH2:25][O:26][CH3:27])[CH2:12][CH2:13]2)=[CH:6][CH:5]=[CH:4][C:3]=1[C:14](=[O:16])[CH3:15]. (2) The product is: [C:43]([O:42][C:41](=[O:47])[NH:23][S:20]([C:17]1[CH:16]=[CH:15][C:14]([CH2:13][N:7]2[C:6]([C:24](=[O:27])[CH2:25][CH3:26])=[C:5]([C:28]3[CH:29]=[CH:30][CH:31]=[CH:32][CH:33]=3)[C:4]3[C:9](=[CH:10][CH:11]=[C:2]([Br:1])[CH:3]=3)[C:8]2=[O:12])=[CH:19][CH:18]=1)(=[O:21])=[O:22])([CH3:46])([CH3:45])[CH3:44]. Given the reactants [Br:1][C:2]1[CH:3]=[C:4]2[C:9](=[CH:10][CH:11]=1)[C:8](=[O:12])[N:7]([CH2:13][C:14]1[CH:19]=[CH:18][C:17]([S:20]([NH2:23])(=[O:22])=[O:21])=[CH:16][CH:15]=1)[C:6]([C:24](=[O:27])[CH2:25][CH3:26])=[C:5]2[C:28]1[CH:33]=[CH:32][CH:31]=[CH:30][CH:29]=1.C(N(CC)CC)C.[C:41](=O)([O:47]C(C)(C)C)[O:42][C:43]([CH3:46])([CH3:45])[CH3:44], predict the reaction product. (3) Given the reactants [Br:1][C:2]1[CH:3]=[C:4]2[C:9](=[CH:10][CH:11]=1)[N:8]=[CH:7][C:6]([C:12](=[O:15])[CH2:13][CH3:14])=[C:5]2Cl.C(O)(=O)C.C(O)(=O)C.[CH3:25][N:26]([CH2:28][C@H:29]1[CH2:34][CH2:33][C@H:32]([NH2:35])[CH2:31][CH2:30]1)[CH3:27].C([O-])([O-])=O.[Cs+].[Cs+], predict the reaction product. The product is: [Br:1][C:2]1[CH:3]=[C:4]2[C:9](=[CH:10][CH:11]=1)[N:8]=[CH:7][C:6]([C:12](=[O:15])[CH2:13][CH3:14])=[C:5]2[NH:35][C@H:32]1[CH2:33][CH2:34][C@H:29]([CH2:28][N:26]([CH3:27])[CH3:25])[CH2:30][CH2:31]1. (4) Given the reactants [H-].[Na+].[CH2:3]([O:5][C:6](=[O:24])[CH2:7][C:8]([NH:10][C:11]1[CH:16]=[C:15]([C:17]([CH3:20])([CH3:19])[CH3:18])[CH:14]=[CH:13][C:12]=1[C:21](=O)[CH3:22])=[O:9])[CH3:4].CC(O)=O, predict the reaction product. The product is: [CH2:3]([O:5][C:6]([C:7]1[C:8]([OH:9])=[N:10][C:11]2[C:12]([C:21]=1[CH3:22])=[CH:13][CH:14]=[C:15]([C:17]([CH3:20])([CH3:19])[CH3:18])[CH:16]=2)=[O:24])[CH3:4]. (5) Given the reactants CN(C(ON1N=NC2C=CC=NC1=2)=[N+](C)C)C.F[P-](F)(F)(F)(F)F.[F:25][C:26]1[CH:31]=[CH:30][CH:29]=[CH:28][C:27]=1[N:32]1[CH2:37][CH2:36][NH:35][CH2:34][CH2:33]1.[Cl:38][C:39]1[C:40]([C:49]([F:52])([F:51])[F:50])=[N:41][N:42]([CH2:45][C:46](O)=[O:47])[C:43]=1[CH3:44], predict the reaction product. The product is: [Cl:38][C:39]1[C:40]([C:49]([F:51])([F:50])[F:52])=[N:41][N:42]([CH2:45][C:46]([N:35]2[CH2:36][CH2:37][N:32]([C:27]3[CH:28]=[CH:29][CH:30]=[CH:31][C:26]=3[F:25])[CH2:33][CH2:34]2)=[O:47])[C:43]=1[CH3:44].